From a dataset of Full USPTO retrosynthesis dataset with 1.9M reactions from patents (1976-2016). Predict the reactants needed to synthesize the given product. (1) Given the product [C:5]([O:8][C:9]1[CH:17]=[CH:16][C:12]2[S:13][CH:14]=[C:15]([C:23](=[O:25])[CH2:19][CH2:20][Cl:22])[C:11]=2[CH:10]=1)(=[O:7])[CH3:6], predict the reactants needed to synthesize it. The reactants are: [Cl-].[Cl-].[Cl-].[Al+3].[C:5]([O:8][C:9]1[CH:17]=[CH:16][C:12]2[S:13][CH:14]=[CH:15][C:11]=2[CH:10]=1)(=[O:7])[CH3:6].Cl[CH:19]([CH3:23])[C:20]([Cl:22])=O.S(=O)(=O)(O)[OH:25]. (2) Given the product [CH3:21][O:20][C:14]1[CH:13]=[C:12]([NH:11][C:4]2[C:5]3[N:10]=[CH:9][S:8][C:6]=3[N:7]=[C:2]([C:30]3[CH:31]=[C:32]([CH:45]=[CH:46][CH:47]=3)[CH2:33][CH2:34][C:35]3[CH:36]=[CH:37][C:38]([C:39]([O:41][CH3:42])=[O:40])=[CH:43][CH:44]=3)[N:3]=2)[CH:17]=[CH:16][C:15]=1[O:18][CH3:19], predict the reactants needed to synthesize it. The reactants are: Cl[C:2]1[N:3]=[C:4]([NH:11][C:12]2[CH:17]=[CH:16][C:15]([O:18][CH3:19])=[C:14]([O:20][CH3:21])[CH:13]=2)[C:5]2[N:10]=[CH:9][S:8][C:6]=2[N:7]=1.CC1(C)C(C)(C)OB([C:30]2[CH:31]=[C:32]([CH:45]=[CH:46][CH:47]=2)[CH2:33][CH2:34][C:35]2[CH:44]=[CH:43][C:38]([C:39]([O:41][CH3:42])=[O:40])=[CH:37][CH:36]=2)O1.C([O-])([O-])=O.[Na+].[Na+].O. (3) Given the product [C:33]([C:24]1([C:36]2([OH:35])[CH2:37][N:38]([C:40]([O:42][C:43]([CH3:45])([CH3:44])[CH3:46])=[O:41])[CH2:39]2)[CH2:23][CH2:22][CH2:21][CH:20]([CH3:19])[N:25]1[CH2:26][C:27]1[CH:32]=[CH:31][CH:30]=[CH:29][CH:28]=1)#[N:34], predict the reactants needed to synthesize it. The reactants are: C(NC(C)C)(C)C.[Li]CCCC.CCCCCC.[CH3:19][CH:20]1[N:25]([CH2:26][C:27]2[CH:32]=[CH:31][CH:30]=[CH:29][CH:28]=2)[CH:24]([C:33]#[N:34])[CH2:23][CH2:22][CH2:21]1.[O:35]=[C:36]1[CH2:39][N:38]([C:40]([O:42][C:43]([CH3:46])([CH3:45])[CH3:44])=[O:41])[CH2:37]1. (4) Given the product [Br:17][C:18]1[CH:19]=[CH:20][C:21]([N:24]2[CH:28]=[CH:27][C:26]([O:29][CH2:2][C:3]3[C:8]([Cl:9])=[CH:7][CH:6]=[CH:5][C:4]=3[N:10]3[C:14](=[O:15])[N:13]([CH3:16])[N:12]=[N:11]3)=[N:25]2)=[CH:22][CH:23]=1, predict the reactants needed to synthesize it. The reactants are: Br[CH2:2][C:3]1[C:8]([Cl:9])=[CH:7][CH:6]=[CH:5][C:4]=1[N:10]1[C:14](=[O:15])[N:13]([CH3:16])[N:12]=[N:11]1.[Br:17][C:18]1[CH:23]=[CH:22][C:21]([N:24]2[CH:28]=[CH:27][C:26]([OH:29])=[N:25]2)=[CH:20][CH:19]=1.C(=O)([O-])[O-].[K+].[K+].C(#N)C.